The task is: Predict which catalyst facilitates the given reaction.. This data is from Catalyst prediction with 721,799 reactions and 888 catalyst types from USPTO. Reactant: Cl[C:2]1[CH:3]=[CH:4][C:5]2[N:6]([C:8]([C:11]3[C:20]4[C:15](=[CH:16][CH:17]=[CH:18][CH:19]=4)[CH:14]=[CH:13][CH:12]=3)=[CH:9][N:10]=2)[N:7]=1.O.C1(C)C=CC(S(O)(=O)=O)=CC=1.[NH2:33][CH2:34][CH2:35][CH2:36][CH2:37][OH:38]. Product: [C:11]1([C:8]2[N:6]3[N:7]=[C:2]([NH:33][CH2:34][CH2:35][CH2:36][CH2:37][OH:38])[CH:3]=[CH:4][C:5]3=[N:10][CH:9]=2)[C:20]2[C:15](=[CH:16][CH:17]=[CH:18][CH:19]=2)[CH:14]=[CH:13][CH:12]=1. The catalyst class is: 58.